This data is from Reaction yield outcomes from USPTO patents with 853,638 reactions. The task is: Predict the reaction yield, written as a fraction of the theoretical maximum amount of product (1.0 means a 100% yield; for example, 0.34 means a 34% yield). The reactants are [CH2:1]([NH:8][C@@H:9]([CH2:14][O:15][Si:16]([C:29]([CH3:32])([CH3:31])[CH3:30])([C:23]1[CH:28]=[CH:27][CH:26]=[CH:25][CH:24]=1)[C:17]1[CH:22]=[CH:21][CH:20]=[CH:19][CH:18]=1)[C:10](OC)=[O:11])[C:2]1[CH:7]=[CH:6][CH:5]=[CH:4][CH:3]=1.CO.[Li+].[BH4-]. The catalyst is C1COCC1. The product is [CH2:1]([NH:8][C@@H:9]([CH2:14][O:15][Si:16]([C:29]([CH3:32])([CH3:31])[CH3:30])([C:23]1[CH:28]=[CH:27][CH:26]=[CH:25][CH:24]=1)[C:17]1[CH:18]=[CH:19][CH:20]=[CH:21][CH:22]=1)[CH2:10][OH:11])[C:2]1[CH:3]=[CH:4][CH:5]=[CH:6][CH:7]=1. The yield is 0.940.